Dataset: Full USPTO retrosynthesis dataset with 1.9M reactions from patents (1976-2016). Task: Predict the reactants needed to synthesize the given product. (1) Given the product [OH:1][C:2]1[CH:10]=[CH:9][C:8]([OH:11])=[CH:7][C:3]=1[C:4]([OH:6])=[O:5].[CH2:12]([N:18]1[CH:22]=[CH:21][N:20]([CH3:23])[CH2:19]1)[CH2:13][CH2:14][CH2:15][CH2:16][CH3:17], predict the reactants needed to synthesize it. The reactants are: [OH:1][C:2]1[CH:10]=[CH:9][C:8]([OH:11])=[CH:7][C:3]=1[C:4]([OH:6])=[O:5].[CH2:12]([N:18]1[CH:22]=[CH:21][N:20]([CH3:23])[CH2:19]1)[CH2:13][CH2:14][CH2:15][CH2:16][CH3:17]. (2) The reactants are: Cl[CH2:2][C:3]1[CH:8]=[CH:7][C:6]([C:9]([OH:35])([C:29]2[N:33]([CH3:34])[CH:32]=[N:31][CH:30]=2)[C:10]2[CH:11]=[C:12]3[C:17](=[CH:18][CH:19]=2)[N:16]([CH3:20])[C:15](=[O:21])[CH:14]=[C:13]3[C:22]2[CH:27]=[CH:26][CH:25]=[C:24]([Cl:28])[CH:23]=2)=[CH:5][CH:4]=1.[CH3:36][CH2:37][O-:38].[Na+].CCO.O. Given the product [Cl:28][C:24]1[CH:23]=[C:22]([C:13]2[C:12]3[C:17](=[CH:18][CH:19]=[C:10]([C:9]([C:6]4[CH:7]=[CH:8][C:3]([CH2:2][O:38][CH2:37][CH3:36])=[CH:4][CH:5]=4)([OH:35])[C:29]4[N:33]([CH3:34])[CH:32]=[N:31][CH:30]=4)[CH:11]=3)[N:16]([CH3:20])[C:15](=[O:21])[CH:14]=2)[CH:27]=[CH:26][CH:25]=1, predict the reactants needed to synthesize it. (3) Given the product [Cl:11][C:10]1[C:3]2[C:2]([S:13][CH2:14][C:15]([O:17][CH3:18])=[O:16])=[N:7][CH:6]=[N:5][C:4]=2[S:8][C:9]=1[CH3:12], predict the reactants needed to synthesize it. The reactants are: Cl[C:2]1[C:3]2[C:10]([Cl:11])=[C:9]([CH3:12])[S:8][C:4]=2[N:5]=[CH:6][N:7]=1.[SH:13][CH2:14][C:15]([O:17][CH3:18])=[O:16]. (4) Given the product [Br:17][C:5]1[C:6]2=[N:7][N:8]([C:11]3[CH:16]=[CH:15][N:14]=[CH:13][CH:12]=3)[N:9]=[C:10]2[C:2]([C:27]2[CH:28]=[CH:29][C:30]3[C:31]4[C:36](=[CH:35][C:34]([C:59]5[C:58]6[C:57](=[N:7][N:8]([C:11]7[CH:16]=[CH:15][N:14]=[CH:13][CH:12]=7)[N:9]=6)[C:56]([Br:55])=[CH:61][CH:60]=5)=[CH:33][CH:32]=4)[C:24]([CH2:18][CH2:19][CH2:20][CH2:21][CH2:22][CH3:23])([CH2:43][CH2:44][CH2:45][CH2:46][CH2:47][CH3:48])[C:25]=3[CH:26]=2)=[CH:3][CH:4]=1, predict the reactants needed to synthesize it. The reactants are: Br[C:2]1[C:10]2[C:6](=[N:7][N:8]([C:11]3[CH:16]=[CH:15][N:14]=[CH:13][CH:12]=3)[N:9]=2)[C:5]([Br:17])=[CH:4][CH:3]=1.[CH2:18]([C:24]1([CH2:43][CH2:44][CH2:45][CH2:46][CH2:47][CH3:48])[C:36]2[CH:35]=[C:34](B(O)O)[CH:33]=[CH:32][C:31]=2[C:30]2[C:25]1=[CH:26][C:27](B(O)O)=[CH:28][CH:29]=2)[CH2:19][CH2:20][CH2:21][CH2:22][CH3:23].C(=O)([O-])[O-].[Na+].[Na+].[Br:55][C:56]1[CH:61]=[CH:60][C:59](CCCC)=[CH:58][CH:57]=1. (5) Given the product [Br:21][C:22]1[CH:28]=[CH:27][C:25]([NH:26][CH:11]=[C:5]([C:1](=[O:4])[CH2:2][CH3:3])[C:6]([O:8][CH2:9][CH3:10])=[O:7])=[CH:24][CH:23]=1, predict the reactants needed to synthesize it. The reactants are: [C:1]([CH2:5][C:6]([O:8][CH2:9][CH3:10])=[O:7])(=[O:4])[CH2:2][CH3:3].[CH:11](OCC)(OCC)OCC.[Br:21][C:22]1[CH:28]=[CH:27][C:25]([NH2:26])=[CH:24][CH:23]=1. (6) Given the product [C:7]([N:5]1[N:4]=[N:3][C:2]([NH:1][C:25]([CH:23]2[C:24]3[CH:11]=[CH:12][CH:13]=[CH:14][C:15]=3[O:16][C:17]3[C:22]2=[CH:21][CH:20]=[CH:19][CH:18]=3)=[O:26])=[N:6]1)([CH3:10])([CH3:9])[CH3:8], predict the reactants needed to synthesize it. The reactants are: [NH2:1][C:2]1[N:3]=[N:4][N:5]([C:7]([CH3:10])([CH3:9])[CH3:8])[N:6]=1.[CH:11]1[C:24]2[CH:23]([C:25](Cl)=[O:26])[C:22]3[C:17](=[CH:18][CH:19]=[CH:20][CH:21]=3)[O:16][C:15]=2[CH:14]=[CH:13][CH:12]=1. (7) Given the product [Cl:24][C:25]1[CH:33]=[CH:32][C:31]([C:34]([F:35])([F:36])[F:37])=[CH:30][C:26]=1[C:27]1[O:15][N:14]=[C:13]([CH2:12][N:8]2[C:9]3[C:5](=[C:4]([C:20]([F:22])([F:23])[F:21])[C:3]([C:1]#[N:2])=[CH:11][CH:10]=3)[CH:6]=[C:7]2[CH2:17][CH2:18][CH3:19])[N:16]=1, predict the reactants needed to synthesize it. The reactants are: [C:1]([C:3]1[C:4]([C:20]([F:23])([F:22])[F:21])=[C:5]2[C:9](=[CH:10][CH:11]=1)[N:8]([CH2:12][C:13](=[NH:16])[NH:14][OH:15])[C:7]([CH2:17][CH2:18][CH3:19])=[CH:6]2)#[N:2].[Cl:24][C:25]1[CH:33]=[CH:32][C:31]([C:34]([F:37])([F:36])[F:35])=[CH:30][C:26]=1[C:27](Cl)=O.C(N(CC)C(C)C)(C)C. (8) Given the product [CH3:1][O:2][C:3](=[O:14])[C:4]1[CH:9]=[C:8]([C:20]2[N:16]([CH3:15])[N:17]=[CH:18][CH:19]=2)[C:7]([CH2:11][CH3:12])=[CH:6][C:5]=1[NH2:13], predict the reactants needed to synthesize it. The reactants are: [CH3:1][O:2][C:3](=[O:14])[C:4]1[CH:9]=[C:8](I)[C:7]([CH2:11][CH3:12])=[CH:6][C:5]=1[NH2:13].[CH3:15][N:16]1[C:20]([Sn](CCCC)(CCCC)CCCC)=[CH:19][CH:18]=[N:17]1.O1CCOCC1. (9) Given the product [CH2:32]([O:31][C:29](=[O:30])[NH:10][C:9]1[CH:11]=[C:5]([O:4][C:3]2[CH:24]=[CH:25][CH:26]=[CH:27][C:2]=2[F:1])[C:6]([O:13][C:14]2[CH:15]=[CH:16][C:17]([S:20]([CH3:23])(=[O:21])=[O:22])=[CH:18][CH:19]=2)=[CH:7][C:8]=1[I:12])[CH3:33], predict the reactants needed to synthesize it. The reactants are: [F:1][C:2]1[CH:27]=[CH:26][CH:25]=[CH:24][C:3]=1[O:4][C:5]1[C:6]([O:13][C:14]2[CH:19]=[CH:18][C:17]([S:20]([CH3:23])(=[O:22])=[O:21])=[CH:16][CH:15]=2)=[CH:7][C:8]([I:12])=[C:9]([CH:11]=1)[NH2:10].Cl[C:29]([O:31][CH2:32][CH3:33])=[O:30].